Dataset: Reaction yield outcomes from USPTO patents with 853,638 reactions. Task: Predict the reaction yield, written as a fraction of the theoretical maximum amount of product (1.0 means a 100% yield; for example, 0.34 means a 34% yield). (1) The reactants are C([O-])(O)=O.[Na+].[F:6][C:7]([F:24])([F:23])[C:8]1[CH:13]=[CH:12][C:11]([C:14]2[CH:19]=[CH:18][C:17](B(O)O)=[CH:16][CH:15]=2)=[CH:10][CH:9]=1.Br[C:26]1[CH:27]=[N:28][C:29]([C:32]2[CH:37]=[CH:36][C:35]([CH2:38][C@H:39]([NH:43][C:44]([C:46]3[S:47][C:48]([C:51]([CH3:54])([CH3:53])[CH3:52])=[CH:49][CH:50]=3)=[O:45])[C:40]([OH:42])=[O:41])=[CH:34][CH:33]=2)=[N:30][CH:31]=1.Cl. The catalyst is O.O1CCOCC1. The product is [C:51]([C:48]1[S:47][C:46]([C:44]([NH:43][C@@H:39]([CH2:38][C:35]2[CH:34]=[CH:33][C:32]([C:29]3[N:28]=[CH:27][C:26]([C:17]4[CH:18]=[CH:19][C:14]([C:11]5[CH:12]=[CH:13][C:8]([C:7]([F:24])([F:23])[F:6])=[CH:9][CH:10]=5)=[CH:15][CH:16]=4)=[CH:31][N:30]=3)=[CH:37][CH:36]=2)[C:40]([OH:42])=[O:41])=[O:45])=[CH:50][CH:49]=1)([CH3:54])([CH3:52])[CH3:53]. The yield is 0.570. (2) The yield is 0.360. The product is [C:1]([O:5][C:6]([N:8]1[CH2:13][CH2:12][C:11]([NH2:26])([CH2:16][C:15]([OH:21])=[O:20])[CH2:10][CH2:9]1)=[O:7])([CH3:4])([CH3:3])[CH3:2]. The reactants are [C:1]([O:5][C:6]([N:8]1[CH2:13][CH2:12][C:11](=O)[CH2:10][CH2:9]1)=[O:7])([CH3:4])([CH3:3])[CH3:2].[C:15]([OH:21])(=[O:20])[CH2:16]C(O)=O.C([O-])(=O)C.[NH4+:26]. The catalyst is CCCCO. (3) The reactants are C(Cl)(=O)C(Cl)=O.CS(C)=O.[OH:11][CH:12]([C:21]1[CH:22]=[C:23]2[C:27](=[CH:28][CH:29]=1)[N:26]([CH2:30][O:31][CH2:32][CH2:33][Si:34]([CH3:37])([CH3:36])[CH3:35])[CH:25]=[CH:24]2)[C:13]1[CH:20]=[CH:19][CH:18]=[CH:17][C:14]=1[C:15]#[N:16].C(N(CC)CC)C. The catalyst is ClCCl. The product is [CH3:35][Si:34]([CH3:37])([CH3:36])[CH2:33][CH2:32][O:31][CH2:30][N:26]1[C:27]2[C:23](=[CH:22][C:21]([C:12]([C:13]3[CH:20]=[CH:19][CH:18]=[CH:17][C:14]=3[C:15]#[N:16])=[O:11])=[CH:29][CH:28]=2)[CH:24]=[CH:25]1. The yield is 0.580. (4) The reactants are [Cl:1][C:2]1[CH:7]=[C:6]([O:8][CH3:9])[CH:5]=[CH:4][C:3]=1[C:10](=O)[CH:11]([CH3:15])[CH2:12][CH:13]=O.[NH2:17][N:18]1[C:22](=[O:23])[C:21]2=[CH:24][CH:25]=[CH:26][CH:27]=[C:20]2[C:19]1=[O:28]. The catalyst is Cl.O1CCOCC1. The product is [Cl:1][C:2]1[CH:7]=[C:6]([O:8][CH3:9])[CH:5]=[CH:4][C:3]=1[C:10]1[N:17]([N:18]2[C:22](=[O:23])[C:21]3[C:20](=[CH:27][CH:26]=[CH:25][CH:24]=3)[C:19]2=[O:28])[CH:13]=[CH:12][C:11]=1[CH3:15]. The yield is 0.950. (5) The reactants are Cl[C:2]1[CH:7]=[C:6]([O:8][C:9]2[CH:10]=[N:11][C:12]([N+:15]([O-:17])=[O:16])=[CH:13][CH:14]=2)[CH:5]=[CH:4][N:3]=1.[CH3:18][N:19]([CH3:23])[C:20]([NH2:22])=[O:21].C([O-])([O-])=O.[Cs+].[Cs+]. The catalyst is O1CCOCC1.C1(P(C2C=CC=CC=2)[C-]2C=CC=C2)C=CC=CC=1.[C-]1(P(C2C=CC=CC=2)C2C=CC=CC=2)C=CC=C1.[Fe+2].C1C=CC(/C=C/C(/C=C/C2C=CC=CC=2)=O)=CC=1.C1C=CC(/C=C/C(/C=C/C2C=CC=CC=2)=O)=CC=1.C1C=CC(/C=C/C(/C=C/C2C=CC=CC=2)=O)=CC=1.[Pd].[Pd]. The product is [CH3:18][N:19]([CH3:23])[C:20]([NH:22][C:2]1[CH:7]=[C:6]([O:8][C:9]2[CH:10]=[N:11][C:12]([N+:15]([O-:17])=[O:16])=[CH:13][CH:14]=2)[CH:5]=[CH:4][N:3]=1)=[O:21]. The yield is 0.510. (6) The reactants are Br[C:2]1[CH:3]=[C:4]([N+:23]([O-:25])=[O:24])[C:5]2[N:9]=[C:8]([CH3:10])[N:7]([CH2:11][C:12]3[C:21]4[C:16](=[CH:17][CH:18]=[CH:19][CH:20]=4)[CH:15]=[CH:14][CH:13]=3)[C:6]=2[CH:22]=1.[NH:26]1[CH2:31][CH2:30][O:29][CH2:28][CH2:27]1.C([O-])([O-])=O.[Cs+].[Cs+].CC(C1C=C(C(C)C)C(C2C=CC=CC=2P(C2CCCCC2)C2CCCCC2)=C(C(C)C)C=1)C. The catalyst is O1CCOCC1.C1C=CC(/C=C/C(/C=C/C2C=CC=CC=2)=O)=CC=1.C1C=CC(/C=C/C(/C=C/C2C=CC=CC=2)=O)=CC=1.C1C=CC(/C=C/C(/C=C/C2C=CC=CC=2)=O)=CC=1.[Pd].[Pd]. The product is [CH3:10][C:8]1[N:7]([CH2:11][C:12]2[C:21]3[C:16](=[CH:17][CH:18]=[CH:19][CH:20]=3)[CH:15]=[CH:14][CH:13]=2)[C:6]2[CH:22]=[C:2]([N:26]3[CH2:31][CH2:30][O:29][CH2:28][CH2:27]3)[CH:3]=[C:4]([N+:23]([O-:25])=[O:24])[C:5]=2[N:9]=1. The yield is 0.600. (7) The reactants are Cl[C:2]1[N:11]=[C:10]2[C:5]([CH:6]=[CH:7][C:8](=[O:32])[N:9]2[CH2:12][CH2:13][N:14]2[CH2:19][CH2:18][CH:17]([NH:20][CH2:21][C:22]3[N:27]=[CH:26][C:25]4[O:28][CH2:29][CH2:30][O:31][C:24]=4[CH:23]=3)[CH2:16][CH2:15]2)=[CH:4][CH:3]=1.[CH3:33][O-:34].[Na+]. The catalyst is CO. The product is [O:31]1[C:24]2[CH:23]=[C:22]([CH2:21][NH:20][CH:17]3[CH2:18][CH2:19][N:14]([CH2:13][CH2:12][N:9]4[C:10]5[C:5](=[CH:4][CH:3]=[C:2]([O:34][CH3:33])[N:11]=5)[CH:6]=[CH:7][C:8]4=[O:32])[CH2:15][CH2:16]3)[N:27]=[CH:26][C:25]=2[O:28][CH2:29][CH2:30]1. The yield is 0.310. (8) The reactants are [OH:1][CH2:2][CH2:3][C:4]1[CH:9]=[CH:8][C:7]([O:10][C:11](=[O:20])[N:12]([CH3:19])[C:13]2[CH:18]=[CH:17][CH:16]=[CH:15][CH:14]=2)=[CH:6][CH:5]=1.O[N:22]1[CH:26]=[CH:25][CH:24]=[N:23]1. No catalyst specified. The product is [N:22]1([O:1][CH2:2][CH2:3][C:4]2[CH:5]=[CH:6][C:7]([O:10][C:11](=[O:20])[N:12]([CH3:19])[C:13]3[CH:14]=[CH:15][CH:16]=[CH:17][CH:18]=3)=[CH:8][CH:9]=2)[CH:26]=[CH:25][CH:24]=[N:23]1. The yield is 0.620. (9) The reactants are [C:1]([O:5][C:6]([N:8]1[CH2:13][CH2:12][C:11](=O)[CH2:10][CH2:9]1)=[O:7])([CH3:4])([CH3:3])[CH3:2].[CH3:15][C:16]1[CH:22]=[CH:21][C:20]([CH3:23])=[CH:19][C:17]=1[NH2:18].C(O)(=O)C.C(O[BH-](OC(=O)C)OC(=O)C)(=O)C.[Na+].C(=O)(O)[O-].[Na+]. The catalyst is ClCCCl. The product is [C:1]([O:5][C:6]([N:8]1[CH2:13][CH2:12][CH:11]([NH:18][C:17]2[CH:19]=[C:20]([CH3:23])[CH:21]=[CH:22][C:16]=2[CH3:15])[CH2:10][CH2:9]1)=[O:7])([CH3:4])([CH3:3])[CH3:2]. The yield is 0.820. (10) The reactants are Cl[C:2]1[N:3]=[C:4]([N:22]2[CH2:27][CH2:26][O:25][CH2:24][CH2:23]2)[C:5]2[N:11]=[CH:10][C:9]([C:12]3[CH:13]=[C:14]([NH:18][C:19](=[O:21])[CH3:20])[CH:15]=[CH:16][CH:17]=3)=[CH:8][C:6]=2[N:7]=1.[C:28]([O:32][C:33]([NH:35][C:36]1[N:41]=[CH:40][C:39](B(O)O)=[CH:38][N:37]=1)=[O:34])([CH3:31])([CH3:30])[CH3:29].P([O-])([O-])([O-])=O.[K+].[K+].[K+].CN(C=O)C. The catalyst is C1C=CC([P]([Pd]([P](C2C=CC=CC=2)(C2C=CC=CC=2)C2C=CC=CC=2)([P](C2C=CC=CC=2)(C2C=CC=CC=2)C2C=CC=CC=2)[P](C2C=CC=CC=2)(C2C=CC=CC=2)C2C=CC=CC=2)(C2C=CC=CC=2)C2C=CC=CC=2)=CC=1.O. The product is [C:28]([O:32][C:33](=[O:34])[NH:35][C:36]1[N:41]=[CH:40][C:39]([C:2]2[N:3]=[C:4]([N:22]3[CH2:27][CH2:26][O:25][CH2:24][CH2:23]3)[C:5]3[N:11]=[CH:10][C:9]([C:12]4[CH:17]=[CH:16][CH:15]=[C:14]([NH:18][C:19](=[O:21])[CH3:20])[CH:13]=4)=[CH:8][C:6]=3[N:7]=2)=[CH:38][N:37]=1)([CH3:31])([CH3:29])[CH3:30]. The yield is 0.874.